Dataset: Catalyst prediction with 721,799 reactions and 888 catalyst types from USPTO. Task: Predict which catalyst facilitates the given reaction. (1) Reactant: C([N:8](CC1C=CC=CC=1)[C@@H:9]([CH2:32][C:33]1[CH:38]=[C:37]([F:39])[CH:36]=[C:35]([F:40])[CH:34]=1)[C@H:10]([O:24]CC1C=CC=CC=1)[C@H:11]1[CH2:16][O:15][C@@H:14]([O:17][CH2:18][C:19]([CH3:22])([CH3:21])[CH3:20])[C@H:13]([CH3:23])[NH:12]1)C1C=CC=CC=1.[H][H]. Product: [NH2:8][C@@H:9]([CH2:32][C:33]1[CH:38]=[C:37]([F:39])[CH:36]=[C:35]([F:40])[CH:34]=1)[C@@H:10]([C@H:11]1[CH2:16][O:15][C@@H:14]([O:17][CH2:18][C:19]([CH3:21])([CH3:22])[CH3:20])[C@H:13]([CH3:23])[NH:12]1)[OH:24]. The catalyst class is: 261. (2) Reactant: C([O:3][C:4](=[O:21])[CH2:5][N:6]1[CH2:11][CH2:10][CH:9]([C:12](=[O:20])[C:13]2[CH:18]=[CH:17][C:16]([Cl:19])=[CH:15][CH:14]=2)[CH2:8][CH2:7]1)C.[Li+].[OH-].[Li+].[Cl-]. Product: [Cl:19][C:16]1[CH:17]=[CH:18][C:13]([C:12]([CH:9]2[CH2:10][CH2:11][N:6]([CH2:5][C:4]([OH:21])=[O:3])[CH2:7][CH2:8]2)=[O:20])=[CH:14][CH:15]=1. The catalyst class is: 36.